This data is from Forward reaction prediction with 1.9M reactions from USPTO patents (1976-2016). The task is: Predict the product of the given reaction. (1) Given the reactants Cl[C:2]1[CH:9]=[CH:8][C:5]([C:6]#[N:7])=[CH:4][N:3]=1.[NH:10]1[CH2:15][CH2:14][NH:13][CH2:12][CH2:11]1, predict the reaction product. The product is: [N:10]1([C:2]2[CH:9]=[CH:8][C:5]([C:6]#[N:7])=[CH:4][N:3]=2)[CH2:15][CH2:14][NH:13][CH2:12][CH2:11]1. (2) Given the reactants [F:1][C:2]1[CH:3]=[C:4]([OH:8])[CH:5]=[CH:6][CH:7]=1.[OH-:9].[K+].[CH2:11]=O.Cl, predict the reaction product. The product is: [F:1][C:2]1[CH:3]=[C:4]([OH:8])[CH:5]=[CH:6][C:7]=1[CH2:11][OH:9]. (3) Given the reactants [F:1][C:2]([F:15])([F:14])[S:3]([O:6]S(C(F)(F)F)(=O)=O)(=[O:5])=[O:4].C(N(CC)CC)C.[N:23]1[CH:28]=[CH:27][CH:26]=[CH:25][C:24]=1[C:29]1[N:33]=[C:32]([C:34]2[CH:39]=[C:38](O)[CH:37]=[C:36]([C:41]#[N:42])[CH:35]=2)[O:31][N:30]=1, predict the reaction product. The product is: [N:23]1[CH:28]=[CH:27][CH:26]=[CH:25][C:24]=1[C:29]1[N:33]=[C:32]([C:34]2[CH:39]=[C:38]([O:6][S:3]([C:2]([F:15])([F:14])[F:1])(=[O:5])=[O:4])[CH:37]=[C:36]([C:41]#[N:42])[CH:35]=2)[O:31][N:30]=1. (4) Given the reactants [CH3:1][C:2]1[N:7]=[C:6]2[S:8][C:9]3[CH2:14][CH2:13][CH2:12][CH2:11][C:10]=3[C:5]2=[C:4]([C:15]2[CH:20]=[CH:19][C:18]([CH3:21])=[CH:17][CH:16]=2)[C:3]=1[CH:22]([CH:27]([CH3:29])[CH3:28])[C:23]([O:25]C)=[O:24].[OH-].[Na+], predict the reaction product. The product is: [CH3:1][C:2]1[N:7]=[C:6]2[S:8][C:9]3[CH2:14][CH2:13][CH2:12][CH2:11][C:10]=3[C:5]2=[C:4]([C:15]2[CH:16]=[CH:17][C:18]([CH3:21])=[CH:19][CH:20]=2)[C:3]=1[CH:22]([CH:27]([CH3:29])[CH3:28])[C:23]([OH:25])=[O:24]. (5) Given the reactants [CH2:1]([NH2:4])[CH2:2][NH2:3].[CH:5](=[O:11])[CH2:6][CH2:7][CH2:8][CH:9]=[O:10], predict the reaction product. The product is: [CH2:1]([NH2:4])[CH2:2][NH2:3].[CH:5](=[O:11])[CH2:6][CH2:7][CH2:8][CH:9]=[O:10]. (6) Given the reactants [C:1]1([N:7]2[CH:11]=[CH:10][CH:9]=[N:8]2)[CH:6]=[CH:5][CH:4]=[CH:3][CH:2]=1.[Li]CCCC.[B:17](OC(C)C)([O:22]C(C)C)[O:18]C(C)C.Cl, predict the reaction product. The product is: [C:1]1([N:7]2[C:11]([B:17]([OH:22])[OH:18])=[CH:10][CH:9]=[N:8]2)[CH:2]=[CH:3][CH:4]=[CH:5][CH:6]=1. (7) Given the reactants [Si]([O:8][C@H:9]([C:45]1[CH:50]=[CH:49][C:48]([OH:51])=[C:47]([NH:52][S:53]([CH3:56])(=[O:55])=[O:54])[CH:46]=1)[CH2:10][NH:11][CH2:12][CH2:13][CH2:14][CH2:15][CH2:16][CH2:17][CH2:18][CH2:19][CH2:20][N:21]1[CH2:26][CH2:25][CH:24]([N:27]([C:31]2[CH:36]=[CH:35][CH:34]=[CH:33][C:32]=2[C:37]2[CH:42]=[CH:41][C:40]([OH:43])=[C:39]([Cl:44])[CH:38]=2)[C:28](=[O:30])[O-:29])[CH2:23][CH2:22]1)(C(C)(C)C)(C)C.CCN(CC)CC.F.F.F, predict the reaction product. The product is: [NH3:11].[OH:8][C@H:9]([C:45]1[CH:50]=[CH:49][C:48]([OH:51])=[C:47]([NH:52][S:53]([CH3:56])(=[O:54])=[O:55])[CH:46]=1)[CH2:10][NH:11][CH2:12][CH2:13][CH2:14][CH2:15][CH2:16][CH2:17][CH2:18][CH2:19][CH2:20][N:21]1[CH2:26][CH2:25][CH:24]([N:27]([C:31]2[CH:36]=[CH:35][CH:34]=[CH:33][C:32]=2[C:37]2[CH:42]=[CH:41][C:40]([OH:43])=[C:39]([Cl:44])[CH:38]=2)[C:28](=[O:29])[O-:30])[CH2:23][CH2:22]1. (8) Given the reactants [F:1][C:2]1[C:10]2[CH:9]=[C:8](C(O)=O)[S:7][C:6]=2[CH:5]=[CH:4][CH:3]=1.N12CCCN=C1CCCCC2.O, predict the reaction product. The product is: [F:1][C:2]1[C:10]2[CH:9]=[CH:8][S:7][C:6]=2[CH:5]=[CH:4][CH:3]=1.